Dataset: Reaction yield outcomes from USPTO patents with 853,638 reactions. Task: Predict the reaction yield, written as a fraction of the theoretical maximum amount of product (1.0 means a 100% yield; for example, 0.34 means a 34% yield). (1) The reactants are [OH:1][CH2:2][C:3]1[CH:18]=[CH:17][C:6]2[O:7][C:8]3[CH:16]=[CH:15][CH:14]=[CH:13][C:9]=3[C:10](=[O:12])[NH:11][C:5]=2[CH:4]=1.C[N+]1([O-])CCOCC1. The catalyst is C(#N)C.C(OCC)(=O)C.[Ru]([O-])(=O)(=O)=O.C([N+](CCC)(CCC)CCC)CC. The product is [O:12]=[C:10]1[C:9]2[CH:13]=[CH:14][CH:15]=[CH:16][C:8]=2[O:7][C:6]2[CH:17]=[CH:18][C:3]([CH:2]=[O:1])=[CH:4][C:5]=2[NH:11]1. The yield is 0.830. (2) The reactants are [OH:1][CH2:2][CH2:3][O:4][C@H:5]1[CH2:10][CH2:9][C@H:8]([N:11]2[C:16](=[O:17])[C:15]([CH2:18][C:19]3[CH:24]=[CH:23][C:22]([C:25]4[C:26]([C:31]#[N:32])=[CH:27][CH:28]=[CH:29][CH:30]=4)=[CH:21][CH:20]=3)=[C:14]([CH2:33][CH2:34][CH3:35])[N:13]3[N:36]=[CH:37][N:38]=[C:12]23)[CH2:7][CH2:6]1.FC(F)(F)S(O[Si](C(C)(C)C)(C)C)(=O)=O.[N:54]1C(C)=CC=CC=1C.[Cl-].O[NH3+].[C:65](=[O:68])([O-])[OH:66].[Na+]. The catalyst is C(OCC)(=O)C.CS(C)=O.O1CCCC1. The product is [OH:1][CH2:2][CH2:3][O:4][C@H:5]1[CH2:10][CH2:9][C@H:8]([N:11]2[C:16](=[O:17])[C:15]([CH2:18][C:19]3[CH:24]=[CH:23][C:22]([C:25]4[CH:30]=[CH:29][CH:28]=[CH:27][C:26]=4[C:31]4[NH:54][C:65](=[O:68])[O:66][N:32]=4)=[CH:21][CH:20]=3)=[C:14]([CH2:33][CH2:34][CH3:35])[N:13]3[N:36]=[CH:37][N:38]=[C:12]23)[CH2:7][CH2:6]1. The yield is 0.450. (3) The product is [N:30]([C:2]1[CH:11]=[C:10]2[C:5]([C:6]([NH:14][C:15]3[CH:20]=[C:19]([O:21][CH3:22])[C:18]([O:23][CH3:24])=[C:17]([O:25][CH3:26])[CH:16]=3)=[C:7]([C:12]#[N:13])[CH:8]=[N:9]2)=[CH:4][C:3]=1[N+:27]([O-:29])=[O:28])=[N+:31]=[N-:32]. The catalyst is CS(C)=O. The reactants are Cl[C:2]1[CH:11]=[C:10]2[C:5]([C:6]([NH:14][C:15]3[CH:20]=[C:19]([O:21][CH3:22])[C:18]([O:23][CH3:24])=[C:17]([O:25][CH3:26])[CH:16]=3)=[C:7]([C:12]#[N:13])[CH:8]=[N:9]2)=[CH:4][C:3]=1[N+:27]([O-:29])=[O:28].[N-:30]=[N+:31]=[N-:32].[Na+]. The yield is 0.977. (4) The reactants are [F:1][C:2]1[CH:7]=[CH:6][C:5]([NH:8][C:9]([C:11]2([C:14]([OH:16])=O)[CH2:13][CH2:12]2)=[O:10])=[CH:4][CH:3]=1.C1(C(O)=O)(C(O)=O)CC1.FC1C=CC([NH2:31])=CC=1.C(Cl)(=O)C(Cl)=O.[CH3:40][O:41][C:42]1[CH:66]=[CH:65][C:45]([CH2:46][N:47]2[C:51]3=[N:52][CH:53]=[CH:54][C:55]([O:56][C:57]4[CH:62]=[CH:61][C:60](N)=[CH:59][CH:58]=4)=[C:50]3[C:49]([CH3:64])=[N:48]2)=[CH:44][CH:43]=1. The catalyst is C1COCC1.O.C([O-])(O)=O.[Na+].CN(C=O)C. The product is [F:1][C:2]1[CH:3]=[CH:4][C:5]([N:8]([C:60]2[CH:59]=[CH:58][C:57]([O:56][C:55]3[CH:54]=[CH:53][N:52]=[C:51]4[N:47]([CH2:46][C:45]5[CH:44]=[CH:43][C:42]([O:41][CH3:40])=[CH:66][CH:65]=5)[N:48]=[C:49]([CH3:64])[C:50]=34)=[CH:62][CH:61]=2)[C:9]([C:11]2([C:14]([NH2:31])=[O:16])[CH2:12][CH2:13]2)=[O:10])=[CH:6][CH:7]=1. The yield is 0.280. (5) The reactants are [CH:1]1([C@H:4]2[C:8](=[O:9])[CH2:7][CH:6]([CH:10]3[CH2:12][CH2:11]3)[N:5]2C(OC(C)(C)C)=O)[CH2:3][CH2:2]1.Cl.CCN(CC)CC.[F:28][C:29]([F:41])([F:40])[C:30]1[CH:35]=[CH:34][C:33]([S:36](Cl)(=[O:38])=[O:37])=[CH:32][CH:31]=1. The catalyst is O1CCOCC1.CN(C1C=CN=CC=1)C. The product is [CH:1]1([C@H:4]2[C:8](=[O:9])[CH2:7][CH:6]([CH:10]3[CH2:11][CH2:12]3)[N:5]2[S:36]([C:33]2[CH:32]=[CH:31][C:30]([C:29]([F:28])([F:40])[F:41])=[CH:35][CH:34]=2)(=[O:38])=[O:37])[CH2:2][CH2:3]1. The yield is 0.830. (6) The reactants are [S:1]1[CH2:6][CH2:5][C:4](=O)[CH2:3][CH2:2]1.OP(O)(O)=O.CC(O)=O.[Br:17][C:18]1[CH:19]=[C:20]2[C:24](=[C:25]([C:28]([NH2:30])=[O:29])[C:26]=1[F:27])[NH:23][CH:22]=[CH:21]2.[NH4+].[OH-]. The catalyst is CO.C(Cl)Cl.CCOC(C)=O. The product is [Br:17][C:18]1[CH:19]=[C:20]2[C:24](=[C:25]([C:28]([NH2:30])=[O:29])[C:26]=1[F:27])[NH:23][CH:22]=[C:21]2[CH:4]1[CH2:5][CH2:6][S:1][CH2:2][CH2:3]1. The yield is 0.170. (7) The catalyst is O1CCOCC1. The reactants are [CH2:1]([O:8][C:9]1[CH:14]=[CH:13][C:12]([NH:15][C:16]2[C:25]3[C:20](=[CH:21][CH:22]=[C:23](Br)[CH:24]=3)[N:19]=[CH:18][N:17]=2)=[CH:11][CH:10]=1)[C:2]1[CH:7]=[CH:6][CH:5]=[CH:4][CH:3]=1.[O:27]1[CH2:31][CH2:30][O:29][CH:28]1[C:32]1[O:36][C:35]([Sn](CCCC)(CCCC)CCCC)=[CH:34][CH:33]=1. The product is [CH2:1]([O:8][C:9]1[CH:14]=[CH:13][C:12]([NH:15][C:16]2[C:25]3[C:20](=[CH:21][CH:22]=[C:23]([C:35]4[O:36][C:32]([CH:28]5[O:29][CH2:30][CH2:31][O:27]5)=[CH:33][CH:34]=4)[CH:24]=3)[N:19]=[CH:18][N:17]=2)=[CH:11][CH:10]=1)[C:2]1[CH:7]=[CH:6][CH:5]=[CH:4][CH:3]=1. The yield is 0.620. (8) The reactants are [CH3:1][O:2][CH:3]([O:26][CH3:27])[CH:4]1[S:8][C:7]([C:9]2[NH:10][C:11]3[C:16]([CH:17]=2)=[CH:15][C:14]([O:18][CH2:19][CH2:20][O:21][CH3:22])=[CH:13][C:12]=3[N+:23]([O-])=O)=[N:6][CH2:5]1.O.NN.C(OCC)(=O)C.CCCCCC. The catalyst is C(O)C.[C].[Pd]. The product is [CH3:27][O:26][CH:3]([O:2][CH3:1])[CH:4]1[S:8][C:7]([C:9]2[NH:10][C:11]3[C:16]([CH:17]=2)=[CH:15][C:14]([O:18][CH2:19][CH2:20][O:21][CH3:22])=[CH:13][C:12]=3[NH2:23])=[N:6][CH2:5]1. The yield is 0.290.